This data is from Full USPTO retrosynthesis dataset with 1.9M reactions from patents (1976-2016). The task is: Predict the reactants needed to synthesize the given product. (1) The reactants are: Cl[C:2]1[CH:3]=[C:4]([O:11][CH2:12][CH2:13][O:14][CH3:15])[C:5]([N+:8]([O-:10])=[O:9])=[N:6][CH:7]=1.[C:16]1([OH:22])[CH:21]=[CH:20][CH:19]=[CH:18][CH:17]=1.C([O-])([O-])=O.[K+].[K+].O. Given the product [CH3:15][O:14][CH2:13][CH2:12][O:11][C:4]1[C:5]([N+:8]([O-:10])=[O:9])=[N:6][CH:7]=[C:2]([O:22][C:16]2[CH:21]=[CH:20][CH:19]=[CH:18][CH:17]=2)[CH:3]=1, predict the reactants needed to synthesize it. (2) Given the product [Cl:10][C:6]1[C:7]([CH:8]=[O:9])=[C:2]([NH:16][C:15]2[C:14]([F:13])=[CH:20][CH:19]=[CH:18][C:17]=2[F:21])[N:3]=[C:4]([S:11][CH3:12])[N:5]=1, predict the reactants needed to synthesize it. The reactants are: Cl[C:2]1[C:7]([CH:8]=[O:9])=[C:6]([Cl:10])[N:5]=[C:4]([S:11][CH3:12])[N:3]=1.[F:13][C:14]1[CH:20]=[CH:19][CH:18]=[C:17]([F:21])[C:15]=1[NH2:16].CCN(CC)CC. (3) Given the product [NH2:1][C:4]1[CH:5]=[C:6]([C:14]([N:16]2[CH2:21][CH2:20][N:19]([CH:22]([CH3:24])[CH3:23])[CH2:18][CH2:17]2)=[O:15])[CH:7]=[C:8]([C:10]([F:11])([F:12])[F:13])[CH:9]=1, predict the reactants needed to synthesize it. The reactants are: [N+:1]([C:4]1[CH:5]=[C:6]([C:14]([N:16]2[CH2:21][CH2:20][N:19]([CH:22]([CH3:24])[CH3:23])[CH2:18][CH2:17]2)=[O:15])[CH:7]=[C:8]([C:10]([F:13])([F:12])[F:11])[CH:9]=1)([O-])=O. (4) Given the product [ClH:25].[NH:7]1[CH2:8][CH2:9][C:4]2([C:17]3[C:22](=[CH:21][CH:20]=[CH:19][CH:18]=3)[C:2](=[O:1])[CH2:3]2)[CH2:5][CH2:6]1, predict the reactants needed to synthesize it. The reactants are: [O:1]=[C:2]1[C:22]2[C:17](=[CH:18][CH:19]=[CH:20][CH:21]=2)[C:4]2([CH2:9][CH2:8][N:7](C(OC(C)(C)C)=O)[CH2:6][CH2:5]2)[CH2:3]1.CO.[ClH:25]. (5) Given the product [CH2:17]([N:7]1[C:8](=[O:16])[C:9]([CH3:15])([CH3:14])[C:10](=[O:13])[N:11]([CH3:12])[C:5]2[CH:4]=[C:3]([CH2:2][C:21]#[N:22])[CH:20]=[CH:19][C:6]1=2)[CH3:18], predict the reactants needed to synthesize it. The reactants are: Cl[CH2:2][C:3]1[CH:20]=[CH:19][C:6]2[N:7]([CH2:17][CH3:18])[C:8](=[O:16])[C:9]([CH3:15])([CH3:14])[C:10](=[O:13])[N:11]([CH3:12])[C:5]=2[CH:4]=1.[C-:21]#[N:22].[Na+].O. (6) The reactants are: [CH2:1]([O:3][C:4](=[O:19])[C:5](=[O:18])[CH2:6][C:7]([CH3:17])([CH3:16])[CH2:8][C:9]1[CH:14]=[CH:13][CH:12]=[C:11]([Cl:15])[CH:10]=1)[CH3:2].[F:20][C:21]([Si](C)(C)C)([F:23])[F:22].[F-].C([N+](CCCC)(CCCC)CCCC)CCC. Given the product [CH2:1]([O:3][C:4](=[O:19])[C:5]([OH:18])([C:21]([F:23])([F:22])[F:20])[CH2:6][C:7]([CH3:16])([CH3:17])[CH2:8][C:9]1[CH:14]=[CH:13][CH:12]=[C:11]([Cl:15])[CH:10]=1)[CH3:2], predict the reactants needed to synthesize it. (7) The reactants are: [CH:1]1[C:2]([NH2:15])=[N+:3]([O-:14])[C:4]([NH2:13])=[N:5][C:6]=1[N:7]1[CH2:12][CH2:11][CH2:10][CH2:9][CH2:8]1.[CH3:16][C:17]([N:19]1[CH2:24][CH2:23][N:22]([C:25]2[CH:26]=[CH:27][C:28]([O:31][CH2:32][C@H:33]3[O:37][C@@:36]([C:44]4[CH:45]=[CH:46][C:47]([Cl:51])=[CH:48][C:49]=4[Cl:50])([CH2:38][N:39]4[CH:43]=[N:42][CH:41]=[CH:40]4)[O:35][CH2:34]3)=[CH:29][CH:30]=2)[CH2:21][CH2:20]1)=[O:18].C(O)C(O)C.C(O)C. Given the product [CH:1]1[C:2]([NH2:15])=[N+:3]([O-:14])[C:4]([NH2:13])=[N:5][C:6]=1[N:7]1[CH2:12][CH2:11][CH2:10][CH2:9][CH2:8]1.[CH3:16][C:17]([N:19]1[CH2:24][CH2:23][N:22]([C:25]2[CH:26]=[CH:27][C:28]([O:31][CH2:32][C@H:33]3[O:37][C@@:36]([C:44]4[CH:45]=[CH:46][C:47]([Cl:51])=[CH:48][C:49]=4[Cl:50])([CH2:38][N:39]4[CH:43]=[N:42][CH:41]=[CH:40]4)[O:35][CH2:34]3)=[CH:29][CH:30]=2)[CH2:21][CH2:20]1)=[O:18], predict the reactants needed to synthesize it.